Dataset: Forward reaction prediction with 1.9M reactions from USPTO patents (1976-2016). Task: Predict the product of the given reaction. (1) Given the reactants [Cl:1][C:2]1[N:7]=[CH:6][N:5]=[C:4]([NH2:8])[C:3]=1[NH2:9].[CH3:10][N:11]1[CH2:16][CH2:15][N:14]([C:17]2[CH:25]=[CH:24][C:20]([C:21](O)=O)=[CH:19][CH:18]=2)[CH2:13][CH2:12]1, predict the reaction product. The product is: [Cl:1][C:2]1[N:7]=[CH:6][N:5]=[C:4]2[C:3]=1[N:9]=[C:21]([C:20]1[CH:19]=[CH:18][C:17]([N:14]3[CH2:13][CH2:12][N:11]([CH3:10])[CH2:16][CH2:15]3)=[CH:25][CH:24]=1)[NH:8]2. (2) Given the reactants [Br:1][C:2]1[CH:3]=[C:4]2[C:11]3([C:15](=[O:16])[N:14]([CH3:17])[C:13](SC)=[N:12]3)[CH2:10][CH:9]([CH:20]3[CH2:25][CH2:24][CH2:23][O:22][CH2:21]3)[O:8][C:5]2=[CH:6][CH:7]=1.[NH4+:26].[I-].N.CCO, predict the reaction product. The product is: [NH2:26][C:13]1[N:14]([CH3:17])[C:15](=[O:16])[C:11]2([C:4]3[C:5](=[CH:6][CH:7]=[C:2]([Br:1])[CH:3]=3)[O:8][CH:9]([CH:20]3[CH2:25][CH2:24][CH2:23][O:22][CH2:21]3)[CH2:10]2)[N:12]=1.